This data is from Full USPTO retrosynthesis dataset with 1.9M reactions from patents (1976-2016). The task is: Predict the reactants needed to synthesize the given product. (1) Given the product [CH2:18]([C:2]1[N:6]([CH2:7][C:8]([O:10][CH3:11])=[O:9])[N:5]=[C:4]([C:12]([F:15])([F:14])[F:13])[CH:3]=1)[CH:17]=[CH2:16], predict the reactants needed to synthesize it. The reactants are: Br[C:2]1[N:6]([CH2:7][C:8]([O:10][CH3:11])=[O:9])[N:5]=[C:4]([C:12]([F:15])([F:14])[F:13])[CH:3]=1.[CH2:16]([Sn](CCCC)(CCCC)CC=C)[CH2:17][CH2:18]C. (2) Given the product [CH3:19][C:10]1[C:11]([CH3:18])=[C:12]([O:17][CH2:31][CH2:32][CH2:33][S:34]([CH3:37])(=[O:36])=[O:35])[C:13]([CH3:16])=[C:14]([CH3:15])[C:9]=1[C:5]1[CH:6]=[CH:7][CH:8]=[C:3]([CH2:2][OH:1])[CH:4]=1, predict the reactants needed to synthesize it. The reactants are: [OH:1][CH2:2][C:3]1[CH:4]=[C:5]([C:9]2[C:14]([CH3:15])=[C:13]([CH3:16])[C:12]([OH:17])=[C:11]([CH3:18])[C:10]=2[CH3:19])[CH:6]=[CH:7][CH:8]=1.CC1C=CC(S(O[CH2:31][CH2:32][CH2:33][S:34]([CH3:37])(=[O:36])=[O:35])(=O)=O)=CC=1.C(=O)([O-])[O-].[K+].[K+].O. (3) Given the product [CH2:1]([O:3][C:4](=[O:24])[CH2:5][CH:6]([C:13]1[CH:21]=[C:20]([O:22][CH3:23])[CH:19]=[C:18]2[C:14]=1[CH:15]=[CH:16][NH:17]2)[C:7]1[CH:12]=[CH:11][CH:10]=[CH:9][CH:8]=1)[CH3:2], predict the reactants needed to synthesize it. The reactants are: [CH2:1]([O:3][C:4](=[O:24])[CH:5]=[C:6]([C:13]1[CH:21]=[C:20]([O:22][CH3:23])[CH:19]=[C:18]2[C:14]=1[CH:15]=[CH:16][NH:17]2)[C:7]1[CH:12]=[CH:11][CH:10]=[CH:9][CH:8]=1)[CH3:2]. (4) Given the product [CH2:31]([O:30][C:28](=[O:29])[N:12]([S:13]([CH3:16])(=[O:15])=[O:14])[N:11]1[C:10](=[O:17])[C:9]2[C:4](=[CH:5][C:6]([C:23]([F:25])([F:26])[F:24])=[C:7]([C@H:18]3[CH2:22][CH2:21][CH2:20][O:19]3)[CH:8]=2)[NH:3][C:2]1=[O:1])[CH3:32], predict the reactants needed to synthesize it. The reactants are: [O:1]=[C:2]1[N:11]([NH:12][S:13]([CH3:16])(=[O:15])=[O:14])[C:10](=[O:17])[C:9]2[C:4](=[CH:5][C:6]([C:23]([F:26])([F:25])[F:24])=[C:7]([C@H:18]3[CH2:22][CH2:21][CH2:20][O:19]3)[CH:8]=2)[NH:3]1.Cl[C:28]([O:30][CH2:31][CH3:32])=[O:29]. (5) Given the product [O:32]=[S:8]1(=[O:7])[C:13]2[CH:14]=[C:15]([O:18][C:19]3[CH:24]=[CH:23][C:22]([CH:25]([CH3:28])[CH2:26][NH2:27])=[CH:21][CH:20]=3)[CH:16]=[CH:17][C:12]=2[N:11]2[CH2:29][CH2:30][CH2:31][CH:10]2[NH:9]1, predict the reactants needed to synthesize it. The reactants are: [H-].[H-].[H-].[H-].[Li+].[Al+3].[O:7]=[S:8]1(=[O:32])[C:13]2[CH:14]=[C:15]([O:18][C:19]3[CH:24]=[CH:23][C:22]([CH:25]([CH3:28])[C:26]#[N:27])=[CH:21][CH:20]=3)[CH:16]=[CH:17][C:12]=2[N:11]2[CH2:29][CH2:30][CH2:31][CH:10]2[NH:9]1.[H-].[Na+].[Cl-]. (6) Given the product [F:26][C:25]([F:28])([F:27])[CH:21]1[CH2:20][CH2:19][CH2:24][N:23]([C:14]([C:10]2[CH:11]=[N:12][O:13][C:9]=2[C:6]2[CH:5]=[CH:4][C:3]([C:2]([F:1])([F:18])[F:17])=[CH:8][CH:7]=2)=[O:16])[CH2:22]1, predict the reactants needed to synthesize it. The reactants are: [F:1][C:2]([F:18])([F:17])[C:3]1[CH:8]=[CH:7][C:6]([C:9]2[O:13][N:12]=[CH:11][C:10]=2[C:14]([OH:16])=O)=[CH:5][CH:4]=1.[CH2:19]1[CH2:24][NH:23][CH2:22][CH:21]([C:25]([F:28])([F:27])[F:26])[CH2:20]1. (7) Given the product [Cl:1][C:2]1[C:10]2[N:9]=[C:8]([CH3:11])[NH:7][C:6]=2[CH:5]=[CH:4][C:3]=1[OH:12], predict the reactants needed to synthesize it. The reactants are: [Cl:1][C:2]1[C:10]2[N:9]=[C:8]([CH3:11])[NH:7][C:6]=2[CH:5]=[CH:4][C:3]=1[O:12]C.Cl.N1C=CC=CC=1.